Dataset: Catalyst prediction with 721,799 reactions and 888 catalyst types from USPTO. Task: Predict which catalyst facilitates the given reaction. (1) Product: [Cl:24][C:16]1[CH:15]=[C:14]([CH:10]([N+:11]#[C-:12])[S:7]([C:4]2[CH:3]=[CH:2][C:1]([CH3:25])=[CH:6][CH:5]=2)(=[O:9])=[O:8])[CH:19]=[C:18]([O:20][CH3:21])[C:17]=1[O:22][CH3:23]. The catalyst class is: 216. Reactant: [C:1]1([CH3:25])[CH:6]=[CH:5][C:4]([S:7]([CH:10]([C:14]2[CH:19]=[C:18]([O:20][CH3:21])[C:17]([O:22][CH3:23])=[C:16]([Cl:24])[CH:15]=2)[NH:11][CH:12]=O)(=[O:9])=[O:8])=[CH:3][CH:2]=1.O=P(Cl)(Cl)Cl.C(N(CC)CC)C. (2) Reactant: N#N.[C:3]([C:5]1[CH:6]=[CH:7][C:8]2[N:12]=[C:11]([C@H:13]([NH:23]C(=O)OC(C)(C)C)[CH2:14][C:15]3[CH:20]=[CH:19][C:18]([O:21][CH3:22])=[CH:17][CH:16]=3)[NH:10][C:9]=2[CH:31]=1)#[N:4].[ClH:32]. Product: [ClH:32].[ClH:32].[NH2:23][C@@H:13]([C:11]1[NH:10][C:9]2[CH:31]=[C:5]([C:3]#[N:4])[CH:6]=[CH:7][C:8]=2[N:12]=1)[CH2:14][C:15]1[CH:20]=[CH:19][C:18]([O:21][CH3:22])=[CH:17][CH:16]=1. The catalyst class is: 135.